From a dataset of Peptide-MHC class I binding affinity with 185,985 pairs from IEDB/IMGT. Regression. Given a peptide amino acid sequence and an MHC pseudo amino acid sequence, predict their binding affinity value. This is MHC class I binding data. (1) The peptide sequence is LIFFVIILA. The MHC is HLA-A02:01 with pseudo-sequence HLA-A02:01. The binding affinity (normalized) is 0.496. (2) The peptide sequence is QASQEVKNW. The MHC is HLA-B44:02 with pseudo-sequence HLA-B44:02. The binding affinity (normalized) is 0.371. (3) The peptide sequence is MLNRYKLIY. The MHC is HLA-B44:02 with pseudo-sequence HLA-B44:02. The binding affinity (normalized) is 0.213. (4) The peptide sequence is HPQPAPQQGQL. The MHC is Mamu-B03 with pseudo-sequence Mamu-B03. The binding affinity (normalized) is 0.0368.